From a dataset of Full USPTO retrosynthesis dataset with 1.9M reactions from patents (1976-2016). Predict the reactants needed to synthesize the given product. (1) Given the product [CH3:23][C:24]1([CH3:39])[C:28]2=[N:29][CH:30]=[C:31]([N:33]3[CH2:38][CH2:37][O:36][CH2:35][CH2:34]3)[CH:32]=[C:27]2[N:26]([C:2]2[C:11]3[C:6](=[CH:7][C:8]([F:13])=[CH:9][C:10]=3[F:12])[N:5]=[C:4]([CH2:14][C:15]3[CH:20]=[CH:19][CH:18]=[C:17]([F:21])[CH:16]=3)[C:3]=2[CH3:22])[CH2:25]1, predict the reactants needed to synthesize it. The reactants are: Cl[C:2]1[C:11]2[C:6](=[CH:7][C:8]([F:13])=[CH:9][C:10]=2[F:12])[N:5]=[C:4]([CH2:14][C:15]2[CH:20]=[CH:19][CH:18]=[C:17]([F:21])[CH:16]=2)[C:3]=1[CH3:22].[CH3:23][C:24]1([CH3:39])[C:28]2=[N:29][CH:30]=[C:31]([N:33]3[CH2:38][CH2:37][O:36][CH2:35][CH2:34]3)[CH:32]=[C:27]2[NH:26][CH2:25]1.C1(P(C2CCCCC2)C2C=CC=CC=2C2C(C(C)C)=CC(C(C)C)=CC=2C(C)C)CCCCC1.CC(C)([O-])C.[Na+]. (2) Given the product [Br:1][CH2:21][C:19]1[S:20][C:16]([C:11]2[CH:12]=[CH:13][CH:14]=[CH:15][C:10]=2[Cl:9])=[CH:17][N:18]=1, predict the reactants needed to synthesize it. The reactants are: [Br:1]N1C(=O)CCC1=O.[Cl:9][C:10]1[CH:15]=[CH:14][CH:13]=[CH:12][C:11]=1[C:16]1[S:20][C:19]([CH3:21])=[N:18][CH:17]=1. (3) Given the product [C:1]([NH:5][C:6]1[N:11]=[C:10]([O:12][C:13]2[C:18]([CH3:19])=[CH:17][C:16]([CH3:20])=[CH:15][C:14]=2[CH3:21])[C:9]([C:22]([OH:24])=[O:23])=[CH:8][CH:7]=1)([CH3:4])([CH3:2])[CH3:3], predict the reactants needed to synthesize it. The reactants are: [C:1]([NH:5][C:6]1[N:11]=[C:10]([O:12][C:13]2[C:18]([CH3:19])=[CH:17][C:16]([CH3:20])=[CH:15][C:14]=2[CH3:21])[C:9]([C:22]([O:24]C)=[O:23])=[CH:8][CH:7]=1)([CH3:4])([CH3:3])[CH3:2].[OH-].[Na+].O. (4) Given the product [NH2:65][C@@H:66]([CH3:70])[C:67]([NH:1][C:2]1[CH:31]=[C:30]([N:32]2[CH2:33][CH2:34][N:35]([CH3:38])[CH2:36][CH2:37]2)[CH:29]=[CH:28][C:3]=1[C:4]([NH:6][C:7]1[C:8]2[CH2:14][N:13]([S:15]([C:18]3[CH:23]=[C:22]([F:24])[CH:21]=[C:20]([F:25])[CH:19]=3)(=[O:17])=[O:16])[C:12]([CH3:27])([CH3:26])[C:9]=2[NH:10][N:11]=1)=[O:5])=[O:68], predict the reactants needed to synthesize it. The reactants are: [NH2:1][C:2]1[CH:31]=[C:30]([N:32]2[CH2:37][CH2:36][N:35]([CH3:38])[CH2:34][CH2:33]2)[CH:29]=[CH:28][C:3]=1[C:4]([NH:6][C:7]1[C:8]2[CH2:14][N:13]([S:15]([C:18]3[CH:23]=[C:22]([F:24])[CH:21]=[C:20]([F:25])[CH:19]=3)(=[O:17])=[O:16])[C:12]([CH3:27])([CH3:26])[C:9]=2[NH:10][N:11]=1)=[O:5].C(N(CC)C(C)C)(C)C.C1C2C(COC([NH:65][C@@H:66]([CH3:70])[C:67](Cl)=[O:68])=O)C3C(=CC=CC=3)C=2C=CC=1. (5) Given the product [NH2:1][C:2]1[N:6]([CH:7]2[CH2:11][CH2:10][S:9](=[O:13])(=[O:12])[CH2:8]2)[N:5]=[C:4]([CH2:14][CH3:15])[C:3]=1[C:16]([OH:18])=[O:17], predict the reactants needed to synthesize it. The reactants are: [NH2:1][C:2]1[N:6]([CH:7]2[CH2:11][CH2:10][S:9](=[O:13])(=[O:12])[CH2:8]2)[N:5]=[C:4]([CH2:14][CH3:15])[C:3]=1[C:16]([O:18]CC)=[O:17].[OH-].[Li+].O. (6) Given the product [CH:1]1[CH:13]=[CH:5][C:4]([C:48]([Cl:50])([C:53]2[C:52]([Cl:51])=[CH:57][CH:56]=[CH:55][CH:54]=2)[C:66]2[CH:65]=[CH:67][CH:75]=[CH:73][CH:74]=2)=[CH:3][CH:2]=1, predict the reactants needed to synthesize it. The reactants are: [CH:1]1[C:13]2C(COC(NC[C@H](NC(=O)CCCCCCCCCCCCCCC(OC(C)(C)C)=O)C(O)=O)=O)[C:13]3[C:1](=[CH:2][CH:3]=[CH:4][CH:5]=3)[C:5]=2[CH:4]=[CH:3][CH:2]=1.[CH2:48]([Cl:50])Cl.[Cl:51][C:52]1[CH:57]=[CH:56][C:55](C)=[CH:54][CH:53]=1.C(N([CH:65]([CH3:67])[CH3:66])C(C)C)C.CO.CCN(C(C)C)[CH:73]([CH3:75])[CH3:74]. (7) Given the product [Cl:25][C:26]1[C:27]([F:49])=[CH:28][C:29]([OH:48])=[C:30]([CH:32]2[C:40]3[C:35](=[CH:36][CH:37]=[CH:38][CH:39]=3)[N:34]([CH2:41][CH2:42][CH2:43][CH2:44][CH3:45])[C:33]2=[O:46])[CH:31]=1, predict the reactants needed to synthesize it. The reactants are: BrC1C=CC(O)=C(C2(O)C3C(=CC=CC=3)N(CCCCC)C2=O)C=1.[Cl:25][C:26]1[C:27]([F:49])=[CH:28][C:29]([OH:48])=[C:30]([C:32]2(O)[C:40]3[C:35](=[CH:36][CH:37]=[CH:38][CH:39]=3)[N:34]([CH2:41][CH2:42][CH2:43][CH2:44][CH3:45])[C:33]2=[O:46])[CH:31]=1.